Dataset: Forward reaction prediction with 1.9M reactions from USPTO patents (1976-2016). Task: Predict the product of the given reaction. Given the reactants [C:1]([O:5][C:6]([NH:8][CH2:9][C:10]1[CH:15]=[CH:14][C:13]([NH2:16])=[CH:12][CH:11]=1)=[O:7])([CH3:4])([CH3:3])[CH3:2].C(N(CC)CC)C.[CH3:24][S:25](Cl)(=[O:27])=[O:26].Cl, predict the reaction product. The product is: [C:1]([O:5][C:6](=[O:7])[NH:8][CH2:9][C:10]1[CH:15]=[CH:14][C:13]([NH:16][S:25]([CH3:24])(=[O:27])=[O:26])=[CH:12][CH:11]=1)([CH3:4])([CH3:2])[CH3:3].